Dataset: Reaction yield outcomes from USPTO patents with 853,638 reactions. Task: Predict the reaction yield, written as a fraction of the theoretical maximum amount of product (1.0 means a 100% yield; for example, 0.34 means a 34% yield). (1) The reactants are [CH2:1]([N:8]1[C@H:13]([CH3:14])[CH2:12][N:11]([C@H:15]([C:23]2[CH:35]=[CH:34][C:26]([C:27]([N:29]([CH2:32][CH3:33])[CH2:30][CH3:31])=[O:28])=[CH:25][CH:24]=2)[C:16]2[CH:21]=[CH:20][CH:19]=[C:18]([OH:22])[CH:17]=2)[C@@H:10]([CH3:36])[CH2:9]1)[C:2]1[CH:7]=[CH:6][CH:5]=[CH:4][CH:3]=1.I[CH2:38][C:39]([O:41]CC)=[O:40]. No catalyst specified. The product is [CH2:1]([N:8]1[C@H:13]([CH3:14])[CH2:12][N:11]([C@@H:15]([C:16]2[CH:17]=[C:18]([CH:19]=[CH:20][CH:21]=2)[O:22][CH2:38][C:39]([OH:41])=[O:40])[C:23]2[CH:24]=[CH:25][C:26]([C:27]([N:29]([CH2:32][CH3:33])[CH2:30][CH3:31])=[O:28])=[CH:34][CH:35]=2)[C@@H:10]([CH3:36])[CH2:9]1)[C:2]1[CH:3]=[CH:4][CH:5]=[CH:6][CH:7]=1. The yield is 0.846. (2) The reactants are [CH3:1][O:2][C:3]1[CH:8]=[CH:7][C:6]([C:9]2[CH:10]([N+:16]([O-:18])=[O:17])[C:11](=O)[N:12]=[CH:13][CH:14]=2)=[C:5]([CH3:19])[CH:4]=1.C([O-])([O-])=O.[Na+].[Na+].FC(F)(F)S(OS(C(F)(F)F)(=O)=O)(=O)=O.CCN(CC)CC.Cl.[CH:49]1([CH:52]([NH2:55])[CH2:53][CH3:54])[CH2:51][CH2:50]1. No catalyst specified. The product is [CH:49]1([CH:52]([NH:55][C:11]2[C:10]([N+:16]([O-:18])=[O:17])=[C:9]([C:6]3[CH:7]=[CH:8][C:3]([O:2][CH3:1])=[CH:4][C:5]=3[CH3:19])[CH:14]=[CH:13][N:12]=2)[CH2:53][CH3:54])[CH2:51][CH2:50]1. The yield is 0.540. (3) The yield is 0.780. The product is [C:19]([C:18]1[O:23][C:9]([C:11]2[CH:16]=[CH:15][CH:14]=[CH:13][CH:12]=2)=[C:8]([C:6]2[CH:5]=[CH:4][NH:3][C:2](=[O:25])[CH:7]=2)[CH:17]=1)([CH3:22])([CH3:20])[CH3:21]. The reactants are F[C:2]1[CH:7]=[C:6]([CH:8]([CH2:17][C:18](=[O:23])[C:19]([CH3:22])([CH3:21])[CH3:20])[C:9]([C:11]2[CH:16]=[CH:15][CH:14]=[CH:13][CH:12]=2)=O)[CH:5]=[CH:4][N:3]=1.C([O-])(O)=[O:25].[Na+].CCOC(C)=O. The catalyst is C(O)(=O)C. (4) The reactants are Cl[C:2]1[CH:7]=[CH:6][C:5]([S:8]([NH2:11])(=[O:10])=[O:9])=[CH:4][CH:3]=1.[F:12][C:13]1[CH:18]=[C:17]([F:19])[CH:16]=[CH:15][C:14]=1B(O)O.C([O-])([O-])=O.[K+].[K+]. The catalyst is CC([O-])=O.CC([O-])=O.[Pd+2].C1(P(C2CCCCC2)C2C=CC=CC=2C2C(OC)=CC=C(S([O-])(=O)=O)C=2OC)CCCCC1.[Na+].O. The product is [F:12][C:13]1[CH:18]=[C:17]([F:19])[CH:16]=[CH:15][C:14]=1[C:2]1[CH:7]=[CH:6][C:5]([S:8]([NH2:11])(=[O:10])=[O:9])=[CH:4][CH:3]=1. The yield is 0.960. (5) The reactants are [Br:1][C:2]1[CH:3]=[N:4][C:5](Cl)=[N:6][CH:7]=1.CCN(C(C)C)C(C)C.[NH:18]1[CH2:23][CH2:22][NH:21][CH2:20][C:19]1=[O:24]. The catalyst is CC#N. The yield is 0.548. The product is [Br:1][C:2]1[CH:3]=[N:4][C:5]([N:21]2[CH2:22][CH2:23][NH:18][C:19](=[O:24])[CH2:20]2)=[N:6][CH:7]=1.